From a dataset of Catalyst prediction with 721,799 reactions and 888 catalyst types from USPTO. Predict which catalyst facilitates the given reaction. (1) Reactant: C[O:2][C:3]([C@@H:5]1[O:9][C:8](=[O:10])[N:7]([C:11]2[CH:12]=[C:13]3[C:18](=[C:19]([F:21])[CH:20]=2)[N:17]([CH3:22])[C:16](=[O:23])[CH2:15][CH2:14]3)[CH2:6]1)=O.[CH3:24][NH2:25]. Product: [CH3:24][NH:25][C:3]([C@@H:5]1[O:9][C:8](=[O:10])[N:7]([C:11]2[CH:12]=[C:13]3[C:18](=[C:19]([F:21])[CH:20]=2)[N:17]([CH3:22])[C:16](=[O:23])[CH2:15][CH2:14]3)[CH2:6]1)=[O:2]. The catalyst class is: 5. (2) Product: [CH2:13]([O:1][C:2]([CH3:8])([CH3:7])[C:3]([O:5][CH3:6])=[O:4])[CH:12]=[CH2:11]. Reactant: [OH:1][C:2]([CH3:8])([CH3:7])[C:3]([O:5][CH3:6])=[O:4].[H-].[Na+].[CH2:11](Br)[CH:12]=[CH2:13].O. The catalyst class is: 9.